This data is from Peptide-MHC class II binding affinity with 134,281 pairs from IEDB. The task is: Regression. Given a peptide amino acid sequence and an MHC pseudo amino acid sequence, predict their binding affinity value. This is MHC class II binding data. (1) The binding affinity (normalized) is 0.540. The peptide sequence is AWMSAAAAQAEQAAT. The MHC is DRB1_1602 with pseudo-sequence DRB1_1602. (2) The peptide sequence is GYVSLQEFVDLNNKG. The MHC is HLA-DQA10501-DQB10301 with pseudo-sequence HLA-DQA10501-DQB10301. The binding affinity (normalized) is 0.192. (3) The MHC is DRB1_0701 with pseudo-sequence DRB1_0701. The peptide sequence is RFKHTDACCRTHD. The binding affinity (normalized) is 0. (4) The peptide sequence is VKDLKKIITRISAVS. The MHC is DRB1_0101 with pseudo-sequence DRB1_0101. The binding affinity (normalized) is 0.469. (5) The peptide sequence is FAGAWCVPKVTFTVE. The MHC is DRB3_0202 with pseudo-sequence DRB3_0202. The binding affinity (normalized) is 0. (6) The peptide sequence is IQAEFYLNPDQSGEFMFD. The MHC is DRB3_0202 with pseudo-sequence DRB3_0202. The binding affinity (normalized) is 0.664.